From a dataset of Catalyst prediction with 721,799 reactions and 888 catalyst types from USPTO. Predict which catalyst facilitates the given reaction. (1) Reactant: [CH3:1][O:2][C:3]1[C:4](=[O:34])[C:5]([CH3:33])=[C:6]([CH2:12][C:13]2[CH:14]=[CH:15][C:16]([O:29]C(=O)C)=[C:17]([CH:28]=2)[C:18]([NH:20][C:21]2[CH:26]=[CH:25][C:24]([F:27])=[CH:23][CH:22]=2)=[O:19])[C:7](=[O:11])[C:8]=1[O:9][CH3:10].C(=O)([O-])O.[Na+]. Product: [CH3:1][O:2][C:3]1[C:4](=[O:34])[C:5]([CH3:33])=[C:6]([CH2:12][C:13]2[CH:14]=[CH:15][C:16]([OH:29])=[C:17]([CH:28]=2)[C:18]([NH:20][C:21]2[CH:26]=[CH:25][C:24]([F:27])=[CH:23][CH:22]=2)=[O:19])[C:7](=[O:11])[C:8]=1[O:9][CH3:10]. The catalyst class is: 24. (2) Reactant: [C:1]([CH2:3][CH2:4][N:5]1[CH2:13][C@H:12]([OH:14])[CH2:11][C@H:6]1[C:7](OC)=O)#[N:2].Cl.O1[CH2:21][CH2:20]OCC1.C(N(CC)CC)C.[F:29][C:30]([F:41])([F:40])[C:31]1[CH:32]=[CH:33][C:34]([C:37]([OH:39])=O)=[N:35][CH:36]=1.O.O[N:44]1[C:48]2[CH:49]=[CH:50][CH:51]=C[C:47]=2[N:46]=N1.Cl.CN(C)CCCN=C=NCC. Product: [CH:49]1([C:48]2[N:44]=[CH:20][C:21]([O:14][C@H:12]3[CH2:13][N:5]4[CH2:4][CH2:3][CH2:1][N:2]([C:37]([C:34]5[CH:33]=[CH:32][C:31]([C:30]([F:29])([F:41])[F:40])=[CH:36][N:35]=5)=[O:39])[CH2:7][C@@H:6]4[CH2:11]3)=[N:46][CH:47]=2)[CH2:50][CH2:51]1. The catalyst class is: 138. (3) Reactant: O1CCCC1.[C:6]1([S:12][C:13]2[N:18]=[CH:17][C:16]([CH2:19][C:20](Cl)=[N:21][OH:22])=[CH:15][CH:14]=2)[CH:11]=[CH:10][CH:9]=[CH:8][CH:7]=1.[C:24]([C:26]1[C:27]([NH2:33])=[N:28][C:29]([NH2:32])=[CH:30][CH:31]=1)#[CH:25].C(N(CC)CC)C. Product: [C:6]1([S:12][C:13]2[N:18]=[CH:17][C:16]([CH2:19][C:20]3[CH:25]=[C:24]([C:26]4[C:27]([NH2:33])=[N:28][C:29]([NH2:32])=[CH:30][CH:31]=4)[O:22][N:21]=3)=[CH:15][CH:14]=2)[CH:11]=[CH:10][CH:9]=[CH:8][CH:7]=1. The catalyst class is: 6.